Dataset: Catalyst prediction with 721,799 reactions and 888 catalyst types from USPTO. Task: Predict which catalyst facilitates the given reaction. (1) Reactant: [CH3:1][O:2][C:3]([C:5]1[S:9][C:8]([N:10]2[C:14]3[CH:15]=[CH:16][C:17]([C:19]([OH:21])=O)=[CH:18][C:13]=3[N:12]=[CH:11]2)=[CH:7][C:6]=1[O:22][CH2:23][C:24]1[CH:29]=[CH:28][CH:27]=[CH:26][C:25]=1[C:30]([F:33])([F:32])[F:31])=[O:4].[CH3:34][S:35]([CH2:38][CH2:39][NH2:40])(=[O:37])=[O:36].C(N(C(C)C)CC)(C)C.C([O-])(O)=O.[Na+]. Product: [CH3:34][S:35]([CH2:38][CH2:39][NH:40][C:19]([C:17]1[CH:16]=[CH:15][C:14]2[N:10]([C:8]3[S:9][C:5]([C:3]([O:2][CH3:1])=[O:4])=[C:6]([O:22][CH2:23][C:24]4[CH:29]=[CH:28][CH:27]=[CH:26][C:25]=4[C:30]([F:32])([F:31])[F:33])[CH:7]=3)[CH:11]=[N:12][C:13]=2[CH:18]=1)=[O:21])(=[O:37])=[O:36]. The catalyst class is: 9. (2) Reactant: C(N(CC)C(C)C)(C)C.CC1(C(ON2C(=O)CCC2=O)=O)CCCC(OC(=O)[NH:21][CH2:22][CH2:23][NH:24][C:25](=[O:39])[CH2:26][CH2:27][CH2:28][CH2:29][CH:30]2[CH:37]3[CH:33]([NH:34][C:35](=[O:38])[NH:36]3)[CH2:32][S:31]2)C=CC1.O=C1CCC(=O)N1OC(OC1CCCC(C)(C(ON2C(=O)CCC2=O)=O)CC=C1)=O.OC(CCCC[C@H]1[C@@H]2[C@@H](NC(N2)=O)CS1)=O.C(N)CN.ClCCl. Product: [NH2:21][CH2:22][CH2:23][NH:24][C:25](=[O:39])[CH2:26][CH2:27][CH2:28][CH2:29][CH:30]1[CH:37]2[CH:33]([NH:34][C:35](=[O:38])[NH:36]2)[CH2:32][S:31]1. The catalyst class is: 3. (3) Reactant: C([O:4][C:5](=O)[C:6]1[CH:11]=[C:10]([N:12]2[CH2:17][CH2:16][O:15][CH2:14][CH2:13]2)[C:9]([F:18])=[CH:8][C:7]=1[NH:19][C:20](=O)[CH3:21])(=O)C.[OH-].[NH4+:25].Cl. Product: [F:18][C:9]1[CH:8]=[C:7]2[C:6]([C:5](=[O:4])[NH:25][C:20]([CH3:21])=[N:19]2)=[CH:11][C:10]=1[N:12]1[CH2:17][CH2:16][O:15][CH2:14][CH2:13]1. The catalyst class is: 74.